From a dataset of Full USPTO retrosynthesis dataset with 1.9M reactions from patents (1976-2016). Predict the reactants needed to synthesize the given product. (1) Given the product [NH:37]1[CH2:39][CH2:40][CH:1]([N:2]2[CH:6]=[C:5]([C:7]3[CH:8]=[CH:9][C:10]4[N:11]([C:13]([CH2:16][C:17]5[CH:18]=[C:19]6[C:24](=[CH:25][CH:26]=5)[N:23]=[CH:22][CH:21]=[CH:20]6)=[CH:14][N:15]=4)[N:12]=3)[CH:4]=[N:3]2)[CH2:34][CH2:38]1, predict the reactants needed to synthesize it. The reactants are: [CH3:1][N:2]1[CH:6]=[C:5]([C:7]2[CH:8]=[CH:9][C:10]3[N:11]([C:13]([CH2:16][C:17]4[CH:18]=[C:19]5[C:24](=[CH:25][CH:26]=4)[N:23]=[CH:22][CH:21]=[CH:20]5)=[CH:14][N:15]=3)[N:12]=2)[CH:4]=[N:3]1.CC1(C)C(C)OB([C:34]2C=N[N:37]([CH:39]3CCN(C(OC(C)(C)C)=O)C[CH2:40]3)[CH:38]=2)O1. (2) Given the product [C:17]1([CH2:15][O:57][C:55]([NH:54][CH:9]([CH2:13][NH:14][C:15]([C:17]2[CH:18]=[C:19]3[C:23](=[CH:24][CH:25]=2)[N:22]([CH2:26][CH2:27][CH2:28][NH:29][C:30]2[N:31]([C:35]([C:48]4[CH:53]=[CH:52][CH:51]=[CH:50][CH:49]=4)([C:36]4[CH:41]=[CH:40][CH:39]=[CH:38][CH:37]=4)[C:42]4[CH:43]=[CH:44][CH:45]=[CH:46][CH:47]=4)[CH:32]=[CH:33][N:34]=2)[N:21]=[CH:20]3)=[O:16])[C:10]([OH:12])=[O:11])=[O:56])[CH:18]=[CH:19][CH:23]=[CH:24][CH:25]=1, predict the reactants needed to synthesize it. The reactants are: C1(CO[C:9]([N:54]=[C:55]=[O:56])([CH2:13][NH:14][C:15]([C:17]2[CH:18]=[C:19]3[C:23](=[CH:24][CH:25]=2)[N:22]([CH2:26][CH2:27][CH2:28][NH:29][C:30]2[N:31]([C:35]([C:48]4[CH:53]=[CH:52][CH:51]=[CH:50][CH:49]=4)([C:42]4[CH:47]=[CH:46][CH:45]=[CH:44][CH:43]=4)[C:36]4[CH:41]=[CH:40][CH:39]=[CH:38][CH:37]=4)[CH:32]=[CH:33][N:34]=2)[N:21]=[CH:20]3)=[O:16])[C:10]([O-:12])=[O:11])C=CC=CC=1.[OH2:57].[OH-].[Li+]. (3) Given the product [Br:1][C:2]1[N:3]=[C:4]([CH2:21][CH3:22])[C:5]([NH:10][C@H:11]2[CH2:12][O:20][CH2:18][C@H:19]2[OH:37])=[N:6][C:7]=1[CH2:8][CH3:9], predict the reactants needed to synthesize it. The reactants are: [Br:1][C:2]1[N:3]=[C:4]([CH2:21][CH3:22])[C:5]([NH:10][C@@H:11]2[C:19]3C(=CC=C[CH:18]=3)C[C@@H:12]2[OH:20])=[N:6][C:7]=1[CH2:8][CH3:9].C(C1C(N[C@@H]2C[O:37]C[C@H]2O)=NC(CC)=CN=1)C. (4) Given the product [S:1]1[C:5]2[CH:6]=[CH:7][CH:8]=[CH:9][C:4]=2[N:3]=[C:2]1[C:10]1[C:19]([N:20]([CH3:24])[CH:21]([CH3:23])[CH3:22])=[N:18][C:17]2[C:12](=[CH:13][CH:14]=[C:15]([C:25]([OH:27])=[O:26])[CH:16]=2)[N:11]=1, predict the reactants needed to synthesize it. The reactants are: [S:1]1[C:5]2[CH:6]=[CH:7][CH:8]=[CH:9][C:4]=2[N:3]=[C:2]1[C:10]1[C:19]([N:20]([CH3:24])[CH:21]([CH3:23])[CH3:22])=[N:18][C:17]2[C:12](=[CH:13][CH:14]=[C:15]([C:25]([O:27]C)=[O:26])[CH:16]=2)[N:11]=1.[OH-].[Na+].Cl. (5) Given the product [F:30][C:31]([F:44])([F:43])[S:32]([O-:35])(=[O:34])=[O:33].[C:9]1([S+:7]([C:1]2[CH:2]=[CH:3][CH:4]=[CH:5][CH:6]=2)[C:16]2[CH:17]=[CH:18][C:19]3[S:20][C:21]4[C:26](=[CH:25][CH:24]=[CH:23][CH:22]=4)[C:27](=[O:29])[C:28]=3[CH:15]=2)[CH:10]=[CH:11][CH:12]=[CH:13][CH:14]=1, predict the reactants needed to synthesize it. The reactants are: [C:1]1([S:7]([C:9]2[CH:14]=[CH:13][CH:12]=[CH:11][CH:10]=2)=O)[CH:6]=[CH:5][CH:4]=[CH:3][CH:2]=1.[CH:15]1[C:28]2[C:27](=[O:29])[C:26]3[C:21](=[CH:22][CH:23]=[CH:24][CH:25]=3)[S:20][C:19]=2[CH:18]=[CH:17][CH:16]=1.[F:30][C:31]([F:44])([F:43])[S:32]([O:35]S(C(F)(F)F)(=O)=O)(=[O:34])=[O:33]. (6) Given the product [CH3:8][N:9]([C:22]([C:13]1[CH:14]=[CH:15][C:16]2[C:21](=[CH:20][CH:19]=[CH:18][CH:17]=2)[CH:12]=1)=[O:23])[O:10][CH3:11], predict the reactants needed to synthesize it. The reactants are: N1C=CC=CC=1.Cl.[CH3:8][NH:9][O:10][CH3:11].[CH:12]1[C:21]2[C:16](=[CH:17][CH:18]=[CH:19][CH:20]=2)[CH:15]=[CH:14][C:13]=1[C:22](Cl)=[O:23].O. (7) Given the product [CH3:15][O:14][C:12]([C:5]1[C:6]([C:8]([F:11])([F:10])[F:9])=[N:7][C:2]([NH:20][C:19]2[CH:21]=[CH:22][CH:23]=[C:17]([Cl:16])[CH:18]=2)=[N:3][CH:4]=1)=[O:13], predict the reactants needed to synthesize it. The reactants are: Cl[C:2]1[N:7]=[C:6]([C:8]([F:11])([F:10])[F:9])[C:5]([C:12]([O:14][CH3:15])=[O:13])=[CH:4][N:3]=1.[Cl:16][C:17]1[CH:18]=[C:19]([CH:21]=[CH:22][CH:23]=1)[NH2:20]. (8) Given the product [CH2:12]([O:5][C:4](=[O:6])[C:3]1[CH:7]=[CH:8][C:9]([F:11])=[CH:10][C:2]=1[F:1])[CH3:13], predict the reactants needed to synthesize it. The reactants are: [F:1][C:2]1[CH:10]=[C:9]([F:11])[CH:8]=[CH:7][C:3]=1[C:4]([OH:6])=[O:5].[CH2:12](O)[CH3:13]. (9) Given the product [Cl:1][C:2]1[CH:3]=[C:4]([C:5]([NH:32][C@@H:30]([CH3:31])[CH2:29][O:28][CH3:27])=[O:6])[CH:8]=[CH:9][C:10]=1[C:11]([NH:12][C:13]1[CH:18]=[CH:17][C:16]([Cl:19])=[C:15]([C:20]2[CH:25]=[CH:24][CH:23]=[CH:22][N:21]=2)[CH:14]=1)=[O:26], predict the reactants needed to synthesize it. The reactants are: [Cl:1][C:2]1[CH:3]=[C:4]([CH:8]=[CH:9][C:10]=1[C:11](=[O:26])[NH:12][C:13]1[CH:18]=[CH:17][C:16]([Cl:19])=[C:15]([C:20]2[CH:25]=[CH:24][CH:23]=[CH:22][N:21]=2)[CH:14]=1)[C:5](O)=[O:6].[CH3:27][O:28][CH2:29][C@@H:30]([NH2:32])[CH3:31]. (10) Given the product [Cl:1][C:2]1[CH:8]=[CH:7][C:5]([NH:6][C:27](=[O:28])[CH3:26])=[CH:4][C:3]=1[O:9][CH2:10][C:11]1[CH:16]=[CH:15][CH:14]=[CH:13][N:12]=1, predict the reactants needed to synthesize it. The reactants are: [Cl:1][C:2]1[CH:8]=[CH:7][C:5]([NH2:6])=[CH:4][C:3]=1[O:9][CH2:10][C:11]1[CH:16]=[CH:15][CH:14]=[CH:13][N:12]=1.CCN(C(C)C)C(C)C.[CH3:26][C:27](OC(C)=O)=[O:28].